From a dataset of Full USPTO retrosynthesis dataset with 1.9M reactions from patents (1976-2016). Predict the reactants needed to synthesize the given product. Given the product [Cl:9][C:10]1[CH:15]=[C:14]([NH2:16])[C:13]([I:1])=[CH:12][N:11]=1, predict the reactants needed to synthesize it. The reactants are: [I:1]N1C(=O)CCC1=O.[Cl:9][C:10]1[CH:15]=[C:14]([NH2:16])[CH:13]=[CH:12][N:11]=1.